The task is: Regression. Given a peptide amino acid sequence and an MHC pseudo amino acid sequence, predict their binding affinity value. This is MHC class I binding data.. This data is from Peptide-MHC class I binding affinity with 185,985 pairs from IEDB/IMGT. (1) The peptide sequence is IYPGIKTKHL. The MHC is Mamu-A02 with pseudo-sequence Mamu-A02. The binding affinity (normalized) is 0. (2) The peptide sequence is CSANNSHHYI. The MHC is H-2-Kb with pseudo-sequence H-2-Kb. The binding affinity (normalized) is 0.208. (3) The binding affinity (normalized) is 0.0847. The MHC is HLA-A24:03 with pseudo-sequence HLA-A24:03. The peptide sequence is LNWFEIWIV. (4) The peptide sequence is RNKRGVFVL. The MHC is Mamu-A2601 with pseudo-sequence Mamu-A2601. The binding affinity (normalized) is 0.0909. (5) The peptide sequence is FTFDNSKFV. The MHC is HLA-C07:01 with pseudo-sequence HLA-C07:01. The binding affinity (normalized) is 0.613. (6) The peptide sequence is SLNTKFKTL. The MHC is HLA-B08:01 with pseudo-sequence HLA-B08:01. The binding affinity (normalized) is 0.800. (7) The peptide sequence is MDISTSDIS. The MHC is HLA-B40:01 with pseudo-sequence HLA-B40:01. The binding affinity (normalized) is 0. (8) The binding affinity (normalized) is 0.560. The peptide sequence is MMIWHSNL. The MHC is H-2-Kb with pseudo-sequence H-2-Kb. (9) The peptide sequence is YREAGIPVL. The MHC is HLA-B58:01 with pseudo-sequence HLA-B58:01. The binding affinity (normalized) is 0.0847.